From a dataset of Full USPTO retrosynthesis dataset with 1.9M reactions from patents (1976-2016). Predict the reactants needed to synthesize the given product. (1) The reactants are: [NH2:1][C:2]1[CH:10]=[CH:9][C:5]([C:6]([OH:8])=O)=[CH:4][C:3]=1[Cl:11].CCN(C(C)C)C(C)C.Cl.CN(C)CCCN=C=NCC.ON1C2C=CC=CC=2N=N1.[NH2:43][C:44]1[S:45][CH:46]=[CH:47][N:48]=1. Given the product [NH2:1][C:2]1[CH:10]=[CH:9][C:5]([C:6]([NH:43][C:44]2[S:45][CH:46]=[CH:47][N:48]=2)=[O:8])=[CH:4][C:3]=1[Cl:11], predict the reactants needed to synthesize it. (2) Given the product [F:22][C:19]1[CH:18]=[CH:17][C:16]([C:10]2[C:9]3[C:13](=[CH:14][CH:15]=[C:7]([C:5]4[N:6]=[C:28]([CH2:29][N:30]5[CH2:35][CH2:34][O:33][CH2:32][CH2:31]5)[NH:27][N:26]=4)[CH:8]=3)[NH:12][N:11]=2)=[CH:21][CH:20]=1, predict the reactants needed to synthesize it. The reactants are: Cl.C(O[C:5]([C:7]1[CH:8]=[C:9]2[C:13](=[CH:14][CH:15]=1)[NH:12][N:11]=[C:10]2[C:16]1[CH:21]=[CH:20][C:19]([F:22])=[CH:18][CH:17]=1)=[NH:6])C.C[O-].[Na+].[NH2:26][NH:27][C:28](=O)[CH2:29][N:30]1[CH2:35][CH2:34][O:33][CH2:32][CH2:31]1. (3) Given the product [OH:38][CH2:37][CH2:36][N:35]([CH3:34])[C:30](=[O:31])[CH2:29][O:28][C:26]1[CH:25]=[CH:24][CH:23]=[C:22]2[C:27]=1[C:18]([NH:17][C:13]1[CH:12]=[C:11]3[C:16](=[CH:15][CH:14]=1)[N:8]([CH2:7][C:2]1[CH:3]=[CH:4][CH:5]=[CH:6][N:1]=1)[N:9]=[CH:10]3)=[N:19][CH:20]=[N:21]2, predict the reactants needed to synthesize it. The reactants are: [N:1]1[CH:6]=[CH:5][CH:4]=[CH:3][C:2]=1[CH2:7][N:8]1[C:16]2[C:11](=[CH:12][C:13]([NH:17][C:18]3[C:27]4[C:22](=[CH:23][CH:24]=[CH:25][C:26]=4[O:28][CH2:29][C:30](OC)=[O:31])[N:21]=[CH:20][N:19]=3)=[CH:14][CH:15]=2)[CH:10]=[N:9]1.[CH3:34][NH:35][CH2:36][CH2:37][OH:38]. (4) Given the product [C:41]([C:45]1[O:49][N:48]=[C:47]([C:17]([NH:16][CH2:15][C:12]2[CH:13]=[CH:14][C:9]([C:6]3[CH:5]=[CH:4][N:3]=[C:2]4[N:1]=[C:37]([C:36]5[CH:39]=[CH:40][C:33]([CH2:32][N:29]6[CH2:30][CH2:31][N:26]([CH3:25])[CH2:27][CH2:28]6)=[CH:34][CH:35]=5)[NH:8][C:7]=34)=[CH:10][C:11]=2[F:24])=[O:23])[N:46]=1)([CH3:44])([CH3:43])[CH3:42], predict the reactants needed to synthesize it. The reactants are: [NH2:1][C:2]1[C:7]([NH2:8])=[C:6]([C:9]2[CH:14]=[CH:13][C:12]([CH2:15][NH:16][C:17](=[O:23])OC(C)(C)C)=[C:11]([F:24])[CH:10]=2)[CH:5]=[CH:4][N:3]=1.[CH3:25][N:26]1[CH2:31][CH2:30][N:29]([CH2:32][C:33]2[CH:40]=[CH:39][C:36]([CH:37]=O)=[CH:35][CH:34]=2)[CH2:28][CH2:27]1.[C:41]([C:45]1[O:49][N:48]=[C:47](C(OC)=O)[N:46]=1)([CH3:44])([CH3:43])[CH3:42].